From a dataset of Reaction yield outcomes from USPTO patents with 853,638 reactions. Predict the reaction yield, written as a fraction of the theoretical maximum amount of product (1.0 means a 100% yield; for example, 0.34 means a 34% yield). The reactants are [C:1]([O:5][C:6](=[O:14])[NH:7][C@@H:8]([CH3:13])/[C:9](/[NH2:12])=[N:10]/[OH:11])([CH3:4])([CH3:3])[CH3:2].C(N(CC)CC)C.[C:22](Cl)(=[O:24])[CH3:23]. The catalyst is C(Cl)Cl. The product is [C:22]([O:11]/[N:10]=[C:9](\[NH2:12])/[C@@H:8]([NH:7][C:6](=[O:14])[O:5][C:1]([CH3:4])([CH3:2])[CH3:3])[CH3:13])(=[O:24])[CH3:23]. The yield is 0.828.